From a dataset of Reaction yield outcomes from USPTO patents with 853,638 reactions. Predict the reaction yield, written as a fraction of the theoretical maximum amount of product (1.0 means a 100% yield; for example, 0.34 means a 34% yield). (1) The reactants are [C:1]1([C@H:7]2[C@H:16]3[CH2:17][CH2:18][N:19]([C:20]([C@H:22]4[CH2:27][CH2:26][CH2:25][CH2:24][C@H:23]4[NH:28][C:29](=[O:36])[C:30]4[CH:35]=[CH:34][CH:33]=[CH:32][CH:31]=4)=[O:21])[C@H:15]3[C:14]3[CH:13]=[CH:12][CH:11]=[CH:10][C:9]=3[NH:8]2)[CH:6]=[CH:5][CH:4]=[CH:3][CH:2]=1.C(N(CC)CC)C.[C:44](Cl)(=[O:46])[CH3:45].O. The catalyst is C(Cl)(Cl)Cl. The product is [C:44]([N:8]1[C:9]2[CH:10]=[CH:11][CH:12]=[CH:13][C:14]=2[C@@H:15]2[N:19]([C:20]([C@H:22]3[CH2:27][CH2:26][CH2:25][CH2:24][C@H:23]3[NH:28][C:29](=[O:36])[C:30]3[CH:31]=[CH:32][CH:33]=[CH:34][CH:35]=3)=[O:21])[CH2:18][CH2:17][C@H:16]2[C@@H:7]1[C:1]1[CH:2]=[CH:3][CH:4]=[CH:5][CH:6]=1)(=[O:46])[CH3:45]. The yield is 0.460. (2) The reactants are [N+:1]([C:4]1[CH:22]=[CH:21][C:7]([O:8][CH2:9][C:10]2[O:14][N:13]=[C:12]([C:15]3[CH:20]=[CH:19][CH:18]=[CH:17][CH:16]=3)[N:11]=2)=[CH:6][CH:5]=1)([O-])=O.S(S([O-])=O)([O-])=O.[Na+].[Na+].C([O-])([O-])=O.[K+].[K+]. The catalyst is CO.C(Cl)Cl. The product is [NH2:1][C:4]1[CH:22]=[CH:21][C:7]([O:8][CH2:9][C:10]2[O:14][N:13]=[C:12]([C:15]3[CH:20]=[CH:19][CH:18]=[CH:17][CH:16]=3)[N:11]=2)=[CH:6][CH:5]=1. The yield is 0.510. (3) The reactants are C[O:2][C:3](=O)[C:4]1[CH:9]=[CH:8][CH:7]=[C:6]([C:10]#[N:11])[CH:5]=1.O.[NH2:14][NH2:15]. The catalyst is C(O)C. The product is [C:10]([C:6]1[CH:5]=[C:4]([CH:9]=[CH:8][CH:7]=1)[C:3]([NH:14][NH2:15])=[O:2])#[N:11]. The yield is 0.510. (4) The reactants are Cl.[O:2]1[CH2:7][CH2:6][N:5]([CH2:8][CH2:9]Cl)[CH2:4][CH2:3]1.[NH2:11][CH2:12][CH2:13][OH:14].[Cl-].[Na+]. The catalyst is O. The product is [O:2]1[CH2:7][CH2:6][N:5]([CH2:8][CH2:9][NH:11][CH2:12][CH2:13][OH:14])[CH2:4][CH2:3]1. The yield is 0.160. (5) The reactants are CC1(C)C(C)(C)OB([C:9]2[CH:10]=[C:11]([N:15]3[CH2:20][CH2:19][N:18]([C:21]([O:23][C:24]([CH3:27])([CH3:26])[CH3:25])=[O:22])[CH2:17][CH2:16]3)[CH:12]=[CH:13][CH:14]=2)O1.[Br:29][C:30]1[C:31]([NH:39][C:40](=[O:46])[O:41][C:42]([CH3:45])([CH3:44])[CH3:43])=[N:32][CH:33]=[C:34](Br)[C:35]=1[CH2:36][CH3:37].C([O-])([O-])=O.[K+].[K+]. The catalyst is O1CCOCC1.O.C1C=CC(P(C2C=CC=CC=2)[C-]2C=CC=C2)=CC=1.C1C=CC(P(C2C=CC=CC=2)[C-]2C=CC=C2)=CC=1.Cl[Pd]Cl.[Fe+2]. The product is [Br:29][C:30]1[C:35]([CH2:36][CH3:37])=[C:34]([C:9]2[CH:10]=[C:11]([N:15]3[CH2:16][CH2:17][N:18]([C:21]([O:23][C:24]([CH3:27])([CH3:26])[CH3:25])=[O:22])[CH2:19][CH2:20]3)[CH:12]=[CH:13][CH:14]=2)[CH:33]=[N:32][C:31]=1[NH:39][C:40]([O:41][C:42]([CH3:45])([CH3:44])[CH3:43])=[O:46]. The yield is 0.432.